Dataset: Catalyst prediction with 721,799 reactions and 888 catalyst types from USPTO. Task: Predict which catalyst facilitates the given reaction. Reactant: Cl.[Cl:2][C:3]1[C:4]([O:30]COC)=[CH:5][C:6]([O:26]COC)=[C:7]([CH:25]=1)[C:8]([N:10]1[CH2:18][C:17]2[C:12](=[CH:13][CH:14]=[CH:15][CH:16]=2)[CH:11]1[C:19]([NH:21][CH:22]1[CH2:24][CH2:23]1)=[O:20])=[O:9].C([O-])(O)=O.[Na+].C(Cl)Cl. Product: [Cl:2][C:3]1[C:4]([OH:30])=[CH:5][C:6]([OH:26])=[C:7]([CH:25]=1)[C:8]([N:10]1[CH2:18][C:17]2[C:12](=[CH:13][CH:14]=[CH:15][CH:16]=2)[CH:11]1[C:19]([NH:21][CH:22]1[CH2:23][CH2:24]1)=[O:20])=[O:9]. The catalyst class is: 5.